Dataset: Forward reaction prediction with 1.9M reactions from USPTO patents (1976-2016). Task: Predict the product of the given reaction. The product is: [C:26]([Si:23]([CH3:25])([CH3:24])[O:22][CH2:21][CH2:20][N:15]1[C:16]2[CH:17]=[C:18]3[NH:19][C:7]([C:4]4[CH:3]=[C:2]([CH3:1])[NH:6][N:5]=4)=[N:9][C:10]3=[CH:11][C:12]=2[C:13]([CH3:32])([CH3:31])[C:14]1=[O:30])([CH3:29])([CH3:28])[CH3:27]. Given the reactants [CH3:1][C:2]1[NH:6][N:5]=[C:4]([CH:7]=O)[CH:3]=1.[NH2:9][C:10]1[CH:11]=[C:12]2[C:16](=[CH:17][C:18]=1[NH2:19])[N:15]([CH2:20][CH2:21][O:22][Si:23]([C:26]([CH3:29])([CH3:28])[CH3:27])([CH3:25])[CH3:24])[C:14](=[O:30])[C:13]2([CH3:32])[CH3:31], predict the reaction product.